From a dataset of Forward reaction prediction with 1.9M reactions from USPTO patents (1976-2016). Predict the product of the given reaction. (1) Given the reactants [CH3:1][C@H:2]([C:4]1[CH:9]=[CH:8][N:7]=[CH:6][CH:5]=1)O.CS(Cl)(=O)=O.S([O-])(=O)(=O)C.[CH3:20][O:21][C:22]1[CH:27]=[CH:26][C:25]([C:28]2[C:33]([CH3:34])=[C:32]([C:35]([F:38])([F:37])[F:36])[N:31]3[N:39]=[CH:40][C:41]([C:42]([N:44]4[CH2:49][CH2:48][NH:47][CH2:46][C@H:45]4[CH3:50])=[O:43])=[C:30]3[N:29]=2)=[CH:24][CH:23]=1, predict the reaction product. The product is: [CH3:20][O:21][C:22]1[CH:23]=[CH:24][C:25]([C:28]2[C:33]([CH3:34])=[C:32]([C:35]([F:37])([F:36])[F:38])[N:31]3[N:39]=[CH:40][C:41]([C:42]([N:44]4[CH2:49][CH2:48][N:47]([C@H:2]([C:4]5[CH:9]=[CH:8][N:7]=[CH:6][CH:5]=5)[CH3:1])[CH2:46][C@H:45]4[CH3:50])=[O:43])=[C:30]3[N:29]=2)=[CH:26][CH:27]=1. (2) The product is: [CH2:3]([N:10]1[CH2:11][CH2:12][N:16]2[CH:17]=[N:18][C:19]([C:20]([O:22][CH3:23])=[O:21])=[C:15]2[CH2:14]1)[C:4]1[CH:9]=[CH:8][CH:7]=[CH:6][CH:5]=1. Given the reactants [Cl-].Cl.[CH2:3]([N:10]([CH2:14][C:15]1[N:16]=[CH:17][NH:18][C:19]=1[C:20]([O:22][CH3:23])=[O:21])[CH2:11][CH2:12]Cl)[C:4]1[CH:9]=[CH:8][CH:7]=[CH:6][CH:5]=1, predict the reaction product. (3) Given the reactants N#N.[OH:3][CH2:4][C:5]1[O:9][C:8]([CH:10]=[O:11])=[CH:7][CH:6]=1.C1(C)C=CC(S([O-])(=O)=O)=CC=1.[NH+]1C=CC=CC=1.[O:29]1[CH:34]=[CH:33][CH2:32][CH2:31][CH2:30]1, predict the reaction product. The product is: [O:29]1[CH2:34][CH2:33][CH2:32][CH2:31][CH:30]1[O:3][CH2:4][C:5]1[O:9][C:8]([CH:10]=[O:11])=[CH:7][CH:6]=1. (4) Given the reactants [CH2:1]([P:3]([CH:10](C1C=CC=CC=1)[CH2:11][CH:12]=[O:13])(=[O:9])[O:4]CCCC)[CH3:2].O, predict the reaction product. The product is: [CH2:1]([P:3]([CH2:10][CH2:11][CH:12]=[O:13])(=[O:4])[OH:9])[CH3:2]. (5) The product is: [Cl:8][C:6]1[N:5]=[CH:4][N:3]=[C:2]([NH:26][C:25]2[C:20]([O:19][CH3:18])=[N:21][CH:22]=[CH:23][CH:24]=2)[CH:7]=1. Given the reactants Cl[C:2]1[CH:7]=[C:6]([Cl:8])[N:5]=[CH:4][N:3]=1.CCN(C(C)C)C(C)C.[CH3:18][O:19][C:20]1[C:25]([NH2:26])=[CH:24][CH:23]=[CH:22][N:21]=1, predict the reaction product. (6) Given the reactants [OH:1][CH:2]1[CH2:9][CH2:8][O:7][CH2:6][CH2:5][N:4]([C:10]([O:12][C:13]([CH3:16])([CH3:15])[CH3:14])=[O:11])[CH2:3]1.CC(OI1(OC(C)=O)(OC(C)=O)OC(=O)C2C=CC=CC1=2)=O.[NH4+].[Cl-], predict the reaction product. The product is: [O:1]=[C:2]1[CH2:9][CH2:8][O:7][CH2:6][CH2:5][N:4]([C:10]([O:12][C:13]([CH3:16])([CH3:15])[CH3:14])=[O:11])[CH2:3]1. (7) Given the reactants Cl.[CH3:2][O:3][C:4]1[CH:5]=[C:6]([C:10]2([C:22](Cl)=O)[CH2:15][CH2:14][N:13]([C:16]3[N:21]=[CH:20][CH:19]=[CH:18][N:17]=3)[CH2:12][CH2:11]2)[CH:7]=[CH:8][CH:9]=1.[NH2:25][C:26]1[CH:35]=[CH:34][CH:33]=[C:32]2[C:27]=1[CH:28]=[CH:29][CH:30]=[N:31]2.C(N(CC)CC)C.[C:43](=[O:46])([O-])O.[Na+], predict the reaction product. The product is: [CH3:2][O:3][C:4]1[CH:5]=[C:6]([C:10]2([CH2:22][C:43]([NH:25][C:26]3[CH:35]=[CH:34][CH:33]=[C:32]4[C:27]=3[CH:28]=[CH:29][CH:30]=[N:31]4)=[O:46])[CH2:11][CH2:12][N:13]([C:16]3[N:17]=[CH:18][CH:19]=[CH:20][N:21]=3)[CH2:14][CH2:15]2)[CH:7]=[CH:8][CH:9]=1. (8) The product is: [CH3:14][O:13][C:7]1[CH:8]=[C:9]2[C:4](=[CH:5][CH:6]=1)[NH:3][C:2]([C:22]1[C:21]([CH3:34])=[N:20][N:19]([CH2:18][CH2:17][O:16][CH3:15])[C:23]=1[CH3:24])=[C:10]2[CH:11]=[O:12]. Given the reactants Br[C:2]1[NH:3][C:4]2[C:9]([C:10]=1[CH:11]=[O:12])=[CH:8][C:7]([O:13][CH3:14])=[CH:6][CH:5]=2.[CH3:15][O:16][CH2:17][CH2:18][N:19]1[C:23]([CH3:24])=[C:22](B2OC(C)(C)C(C)(C)O2)[C:21]([CH3:34])=[N:20]1.C1(P(C2C=CC=CC=2)C2C=CC=CC=2)C=CC=CC=1.P([O-])([O-])([O-])=O.[K+].[K+].[K+], predict the reaction product. (9) Given the reactants C[O:2][C:3](=[O:40])[CH2:4][CH2:5][C:6]1[CH:11]=[CH:10][C:9]([O:12][C:13]2[CH:18]=[CH:17][C:16]([CH2:19][CH:20]([NH:32][C:33]([O:35][C:36]([CH3:39])([CH3:38])[CH3:37])=[O:34])[C:21]([N:23]3[CH2:28][CH2:27][N:26]([C:29](=[O:31])[CH3:30])[CH2:25][CH2:24]3)=[O:22])=[CH:15][CH:14]=2)=[CH:8][CH:7]=1.[OH-].[Li+], predict the reaction product. The product is: [C:29]([N:26]1[CH2:27][CH2:28][N:23]([C:21](=[O:22])[CH:20]([NH:32][C:33]([O:35][C:36]([CH3:39])([CH3:38])[CH3:37])=[O:34])[CH2:19][C:16]2[CH:17]=[CH:18][C:13]([O:12][C:9]3[CH:10]=[CH:11][C:6]([CH2:5][CH2:4][C:3]([OH:40])=[O:2])=[CH:7][CH:8]=3)=[CH:14][CH:15]=2)[CH2:24][CH2:25]1)(=[O:31])[CH3:30].